This data is from Peptide-MHC class II binding affinity with 134,281 pairs from IEDB. The task is: Regression. Given a peptide amino acid sequence and an MHC pseudo amino acid sequence, predict their binding affinity value. This is MHC class II binding data. (1) The peptide sequence is HHFHELQLKDGRRIV. The MHC is DRB5_0101 with pseudo-sequence DRB5_0101. The binding affinity (normalized) is 0.820. (2) The peptide sequence is IYKASPTLAFPAGVC. The MHC is DRB1_0101 with pseudo-sequence DRB1_0101. The binding affinity (normalized) is 0.618.